This data is from Forward reaction prediction with 1.9M reactions from USPTO patents (1976-2016). The task is: Predict the product of the given reaction. Given the reactants [CH2:1](O)[C@H:2]1[O:7][C@H:6]([O:8][C@]2(CO)O[C@H](CO)[C@@H](O)[C@@H]2O)[C@H:5]([OH:20])[C@@H:4](O)[C@@H:3]1O.C1C2C(=CC=CC=2)C=CC=1.C(OCC)(=O)C(C)O, predict the reaction product. The product is: [OH:20][CH:5]([CH:4]=[CH2:3])[C:6]([O:7][CH2:2][CH3:1])=[O:8].